From a dataset of Reaction yield outcomes from USPTO patents with 853,638 reactions. Predict the reaction yield, written as a fraction of the theoretical maximum amount of product (1.0 means a 100% yield; for example, 0.34 means a 34% yield). (1) The yield is 0.780. The catalyst is O1CCCC1. The product is [F:21][C:15]([C:10]1[CH:11]=[CH:12][CH:13]=[CH:14][N:9]=1)([CH3:20])[C:16]([O:18][CH3:19])=[O:17]. The reactants are C(NC(C)C)(C)C.[Li].[N:9]1[CH:14]=[CH:13][CH:12]=[CH:11][C:10]=1[CH:15]([CH3:20])[C:16]([O:18][CH3:19])=[O:17].[F:21]N(S(C1C=CC=CC=1)(=O)=O)S(C1C=CC=CC=1)(=O)=O. (2) The reactants are [Cl:1][C:2]1[CH:3]=[CH:4][C:5]([CH2:9][CH3:10])=[C:6]([CH:8]=1)[NH2:7].CO[CH:13]1[CH2:17][CH2:16][CH:15](OC)O1. The catalyst is CC(O)=O. The product is [Cl:1][C:2]1[CH:3]=[CH:4][C:5]([CH2:9][CH3:10])=[C:6]([N:7]2[CH:13]=[CH:17][CH:16]=[CH:15]2)[CH:8]=1. The yield is 0.880. (3) The reactants are [CH2:1]([O:3][CH:4]([O:8][CH2:9][CH3:10])[C@@H:5]([NH2:7])[CH3:6])[CH3:2].[N:11]1[C:20]2[CH:19]=[CH:18][CH:17]=[C:16]([CH:21]=O)[C:15]=2[N:14]=[CH:13][CH:12]=1. No catalyst specified. The product is [CH2:1]([O:3][CH:4]([O:8][CH2:9][CH3:10])[C@@H:5]([NH:7][CH2:21][C:16]1[CH:17]=[CH:18][CH:19]=[C:20]2[C:15]=1[N:14]=[CH:13][CH:12]=[N:11]2)[CH3:6])[CH3:2]. The yield is 0.780.